Dataset: Full USPTO retrosynthesis dataset with 1.9M reactions from patents (1976-2016). Task: Predict the reactants needed to synthesize the given product. (1) Given the product [Br:22][C:8]1[C:9](=[O:21])[N:10]([CH2:13][C:14]2[CH:19]=[CH:18][CH:17]=[C:16]([F:20])[CH:15]=2)[CH:11]=[CH:12][C:7]=1[C:32]#[C:31][C:25]1[CH:30]=[CH:29][CH:28]=[CH:27][CH:26]=1, predict the reactants needed to synthesize it. The reactants are: FC(F)(F)S(O[C:7]1[CH:12]=[CH:11][N:10]([CH2:13][C:14]2[CH:19]=[CH:18][CH:17]=[C:16]([F:20])[CH:15]=2)[C:9](=[O:21])[C:8]=1[Br:22])(=O)=O.[C:25]1([C:31]#[CH:32])[CH:30]=[CH:29][CH:28]=[CH:27][CH:26]=1. (2) Given the product [C:10](=[O:21])([O:9][CH:7]([C:1]1[CH:6]=[CH:5][CH:4]=[CH:3][CH:2]=1)[CH3:8])[O:11][C:12]1[CH:13]=[CH:14][C:15]([N+:18]([O-:20])=[O:19])=[CH:16][CH:17]=1, predict the reactants needed to synthesize it. The reactants are: [C:1]1([CH:7]([OH:9])[CH3:8])[CH:6]=[CH:5][CH:4]=[CH:3][CH:2]=1.[C:10](Cl)(=[O:21])[O:11][C:12]1[CH:17]=[CH:16][C:15]([N+:18]([O-:20])=[O:19])=[CH:14][CH:13]=1.O. (3) Given the product [Cl:1][CH:2]1[NH:7][CH:6]=[CH:5][N:4]2[C:10]([CH:12]3[CH2:15][CH2:14][CH2:13]3)=[N:9][C:8]([C:16]3[CH:17]=[C:18]4[C:23]([N:22]=[CH:21][C:20]([C:26]5[CH:31]=[CH:30][CH:29]=[CH:28][CH:27]=5)=[N:19]4)=[CH:24][CH:25]=3)=[C:3]12, predict the reactants needed to synthesize it. The reactants are: [Cl:1][C:2]1[C:3]([CH:8]([C:16]2[CH:17]=[C:18]3[C:23](=[CH:24][CH:25]=2)[N:22]=[CH:21][C:20]([C:26]2[CH:31]=[CH:30][CH:29]=[CH:28][CH:27]=2)=[N:19]3)[NH:9][C:10]([CH:12]2[CH2:15][CH2:14][CH2:13]2)=O)=[N:4][CH:5]=[CH:6][N:7]=1. (4) Given the product [NH2:1][C:2]1[N:7]=[CH:6][C:5]([C:8]([NH:35][CH3:34])=[O:9])=[CH:4][C:3]=1[CH2:11][O:12][C@H:13]1[C:17]([F:18])([F:19])[CH2:16][N:15]([C:20](=[O:33])[CH2:21][C:22]2[CH:27]=[CH:26][C:25]([O:28][C:29]([F:30])([F:31])[F:32])=[CH:24][CH:23]=2)[CH2:14]1, predict the reactants needed to synthesize it. The reactants are: [NH2:1][C:2]1[N:7]=[CH:6][C:5]([C:8](O)=[O:9])=[CH:4][C:3]=1[CH2:11][O:12][CH:13]1[C:17]([F:19])([F:18])[CH2:16][N:15]([C:20](=[O:33])[CH2:21][C:22]2[CH:27]=[CH:26][C:25]([O:28][C:29]([F:32])([F:31])[F:30])=[CH:24][CH:23]=2)[CH2:14]1.[CH3:34][NH2:35]. (5) Given the product [CH:37]1([C:40]([N:1]2[CH2:6][CH2:5][CH2:4][C@@H:3]([NH:7][C:8]3[C:16]4[C:11](=[N:12][CH:13]=[CH:14][C:15]=4[O:17][C:18]4[CH:36]=[CH:35][C:21]([C:22]([NH:24][C:25]5[CH:30]=[C:29]([C:31]([F:32])([F:34])[F:33])[CH:28]=[CH:27][N:26]=5)=[O:23])=[CH:20][CH:19]=4)[NH:10][N:9]=3)[CH2:2]2)=[O:41])[CH2:39][CH2:38]1, predict the reactants needed to synthesize it. The reactants are: [NH:1]1[CH2:6][CH2:5][CH2:4][C@@H:3]([NH:7][C:8]2[C:16]3[C:11](=[N:12][CH:13]=[CH:14][C:15]=3[O:17][C:18]3[CH:36]=[CH:35][C:21]([C:22]([NH:24][C:25]4[CH:30]=[C:29]([C:31]([F:34])([F:33])[F:32])[CH:28]=[CH:27][N:26]=4)=[O:23])=[CH:20][CH:19]=3)[NH:10][N:9]=2)[CH2:2]1.[CH:37]1([C:40](O)=[O:41])[CH2:39][CH2:38]1.O.C([O-])(O)=O.[Na+]. (6) Given the product [NH2:11][CH2:10][CH:9]([C:4]1[CH:5]=[CH:6][C:7]([Cl:8])=[C:2]([Cl:1])[CH:3]=1)[CH:12]([C:13]1[CH:18]=[CH:17][CH:16]=[CH:15][C:14]=1[C:19]1[S:20][CH:21]=[CH:22][CH:23]=1)[OH:24], predict the reactants needed to synthesize it. The reactants are: [Cl:1][C:2]1[CH:3]=[C:4]([CH:9]([CH:12]([OH:24])[C:13]2[CH:18]=[CH:17][CH:16]=[CH:15][C:14]=2[C:19]2[S:20][CH:21]=[CH:22][CH:23]=2)[C:10]#[N:11])[CH:5]=[CH:6][C:7]=1[Cl:8].